Dataset: Forward reaction prediction with 1.9M reactions from USPTO patents (1976-2016). Task: Predict the product of the given reaction. (1) The product is: [Br:1][C:2]1[CH:7]=[C:6]([C:8]([F:17])([C:13]([F:16])([F:15])[F:14])[C:9]([Br:12])([F:11])[F:10])[CH:5]=[C:4]([O:18][CH:19]([F:21])[F:20])[C:3]=1[NH:22][C:23]([C:25]1[CH:26]=[C:27]2[C:32](=[CH:33][CH:34]=1)[N:31]=[C:30]([C:37]#[N:36])[CH:29]=[CH:28]2)=[O:24]. Given the reactants [Br:1][C:2]1[CH:7]=[C:6]([C:8]([F:17])([C:13]([F:16])([F:15])[F:14])[C:9]([Br:12])([F:11])[F:10])[CH:5]=[C:4]([O:18][CH:19]([F:21])[F:20])[C:3]=1[NH:22][C:23]([C:25]1[CH:26]=[C:27]2[C:32](=[CH:33][CH:34]=1)[N+:31]([O-])=[CH:30][CH:29]=[CH:28]2)=[O:24].[N:36]12CCCN=C1CCCC[CH2:37]2.O.C(OCC)(=O)C, predict the reaction product. (2) Given the reactants C[O:2][C:3](=O)[CH2:4][O:5][CH2:6][C:7]1[CH:12]=[CH:11][CH:10]=[CH:9][CH:8]=1.O.[NH2:15][NH2:16], predict the reaction product. The product is: [CH2:6]([O:5][CH2:4][C:3]([NH:15][NH2:16])=[O:2])[C:7]1[CH:12]=[CH:11][CH:10]=[CH:9][CH:8]=1. (3) Given the reactants [NH:1]1[C:5]([CH2:6][C:7]([OH:9])=O)=[N:4][N:3]=[N:2]1.CCN=C=N[CH2:15][CH2:16][CH2:17][N:18](C)C.C1C=CC2N([OH:30])N=NC=2C=1.N[C:32]12[C:50]3[C:45](=[CH:46][CH:47]=[CH:48][CH:49]=3)[C:44](=[O:51])C1(O)C1[C:39]([O:40]2)=[CH:38][C:37]([CH:41]([CH3:43])[CH3:42])=[CH:36]C=1, predict the reaction product. The product is: [OH:30][C:32]12[C:50]3[C:45](=[CH:46][CH:47]=[CH:48][CH:49]=3)[C:44](=[O:51])[C:17]1([NH:18][C:7](=[O:9])[CH2:6][C:5]1[NH:4][N:3]=[N:2][N:1]=1)[C:16]1[CH:15]=[CH:36][C:37]([CH:41]([CH3:43])[CH3:42])=[CH:38][C:39]=1[O:40]2. (4) Given the reactants [Cl:1][C:2]1[CH:7]=[CH:6][C:5]([CH2:8][C:9]([OH:11])=O)=[CH:4][CH:3]=1.C(N1C=CN=C1)(N1C=CN=C1)=O.Cl.[NH2:25][CH2:26][C:27]1[CH:36]=[CH:35][CH:34]=[C:33]2[C:28]=1[C:29](=[O:46])[N:30]([CH:38]1[CH2:43][CH2:42][C:41](=[O:44])[NH:40][C:39]1=[O:45])[C:31]([CH3:37])=[N:32]2, predict the reaction product. The product is: [Cl:1][C:2]1[CH:3]=[CH:4][C:5]([CH2:8][C:9]([NH:25][CH2:26][C:27]2[CH:36]=[CH:35][CH:34]=[C:33]3[C:28]=2[C:29](=[O:46])[N:30]([CH:38]2[CH2:43][CH2:42][C:41](=[O:44])[NH:40][C:39]2=[O:45])[C:31]([CH3:37])=[N:32]3)=[O:11])=[CH:6][CH:7]=1. (5) Given the reactants Br[C:2]1[CH:3]=[C:4]([C:9]2([C:19]3[CH:24]=[CH:23][N:22]=[CH:21][C:20]=3[F:25])[C:17]3[C:12](=[CH:13][CH:14]=[CH:15][CH:16]=3)[C:11]([NH2:18])=[N:10]2)[CH:5]=[CH:6][C:7]=1[F:8].[F:26][C:27]1[C:32]([O:33][CH3:34])=[CH:31][CH:30]=[CH:29][C:28]=1B(O)O, predict the reaction product. The product is: [F:26][C:27]1[C:32]([O:33][CH3:34])=[CH:31][CH:30]=[CH:29][C:28]=1[C:2]1[C:7]([F:8])=[CH:6][CH:5]=[C:4]([C:9]2([C:19]3[CH:24]=[CH:23][N:22]=[CH:21][C:20]=3[F:25])[C:17]3[C:12](=[CH:13][CH:14]=[CH:15][CH:16]=3)[C:11]([NH2:18])=[N:10]2)[CH:3]=1.